This data is from CYP2C19 inhibition data for predicting drug metabolism from PubChem BioAssay. The task is: Regression/Classification. Given a drug SMILES string, predict its absorption, distribution, metabolism, or excretion properties. Task type varies by dataset: regression for continuous measurements (e.g., permeability, clearance, half-life) or binary classification for categorical outcomes (e.g., BBB penetration, CYP inhibition). Dataset: cyp2c19_veith. (1) The compound is Cc1cc(C)nc(NC2=NCCS2)n1. The result is 0 (non-inhibitor). (2) The drug is CC(C)(Oc1ccc(Cl)cc1)C(=O)Nc1cccnc1. The result is 1 (inhibitor).